From a dataset of Full USPTO retrosynthesis dataset with 1.9M reactions from patents (1976-2016). Predict the reactants needed to synthesize the given product. Given the product [Br:1][C:3]1[CH:12]=[CH:11][C:10]2[N:9]=[CH:8][CH:7]=[CH:6][C:5]=2[C:4]=1[C:13]#[N:14], predict the reactants needed to synthesize it. The reactants are: [Br-:1].N[C:3]1[CH:12]=[CH:11][C:10]2[N:9]=[CH:8][CH:7]=[CH:6][C:5]=2[C:4]=1[C:13]#[N:14].N(OC(C)(C)C)=O.Cl.